The task is: Predict which catalyst facilitates the given reaction.. This data is from Catalyst prediction with 721,799 reactions and 888 catalyst types from USPTO. (1) Reactant: [CH:1]([NH:4][C:5]1[O:6][C:7]([C:10]2[CH:11]=[C:12]3[C:16](=[CH:17][CH:18]=2)[N:15](S(C2C=CC(C)=CC=2)(=O)=O)[CH:14]=[C:13]3B2OC(C)(C)C(C)(C)O2)=[N:8][N:9]=1)([CH3:3])[CH3:2].Br[C:39]1[S:40][C:41]([C:44]([NH2:46])=[O:45])=[CH:42][N:43]=1.ClC1SC(C(N)=O)=CN=1. Product: [CH3:3][CH:1]([NH:4][C:5]1[O:6][C:7]([C:10]2[CH:11]=[C:12]3[C:16](=[CH:17][CH:18]=2)[NH:15][CH:14]=[C:13]3[C:39]2[S:40][C:41]([C:44]([NH2:46])=[O:45])=[CH:42][N:43]=2)=[N:8][N:9]=1)[CH3:2]. The catalyst class is: 73. (2) Reactant: [CH2:1]([O:4][CH2:5][CH2:6][O:7][CH2:8][CH2:9][OH:10])[CH:2]=[CH2:3].[H-].[Na+].Br[CH2:14][C:15]([O:17][CH3:18])=[O:16]. Product: [CH2:1]([O:4][CH2:5][CH2:6][O:7][CH2:8][CH2:9][O:10][CH2:14][C:15]([O:17][CH3:18])=[O:16])[CH:2]=[CH2:3]. The catalyst class is: 1. (3) Reactant: [O:1]1[C:5]2[CH:6]=[CH:7][C:8]([C:10]3[CH2:15][CH2:14][CH:13]([N:16]4[CH2:19][CH:18]([NH:20][C:21]([CH2:23][NH:24][C:25](=[O:36])[C:26]5[CH:31]=[CH:30][CH:29]=[C:28]([C:32]([F:35])([F:34])[F:33])[CH:27]=5)=[O:22])[CH2:17]4)[CH2:12][CH:11]=3)=[CH:9][C:4]=2[O:3][CH2:2]1. Product: [O:1]1[C:5]2[CH:6]=[CH:7][C:8]([CH:10]3[CH2:11][CH2:12][CH:13]([N:16]4[CH2:17][CH:18]([NH:20][C:21]([CH2:23][NH:24][C:25](=[O:36])[C:26]5[CH:31]=[CH:30][CH:29]=[C:28]([C:32]([F:35])([F:34])[F:33])[CH:27]=5)=[O:22])[CH2:19]4)[CH2:14][CH2:15]3)=[CH:9][C:4]=2[O:3][CH2:2]1. The catalyst class is: 19. (4) Reactant: [Cl:1][C:2]1[CH:10]=[CH:9][C:8]([NH:11][S:12]([C:15]2[S:16][CH:17]=[CH:18][CH:19]=2)(=[O:14])=[O:13])=[C:7]2[C:3]=1[CH:4]=[C:5]([C:23]([O:25][CH2:26][CH3:27])=[O:24])[N:6]2[CH2:20][O:21][CH3:22].CI.[C:30](=O)([O-])[O-].[K+].[K+].CN(C)C=O. Product: [Cl:1][C:2]1[CH:10]=[CH:9][C:8]([N:11]([CH3:30])[S:12]([C:15]2[S:16][CH:17]=[CH:18][CH:19]=2)(=[O:14])=[O:13])=[C:7]2[C:3]=1[CH:4]=[C:5]([C:23]([O:25][CH2:26][CH3:27])=[O:24])[N:6]2[CH2:20][O:21][CH3:22]. The catalyst class is: 6. (5) Reactant: C(OC(=O)[NH:7][C:8]1[N:9]([C:17]2[CH:22]=[CH:21][CH:20]=[C:19]([N:23]3[CH2:28][CH2:27][O:26][CH2:25][CH2:24]3)[CH:18]=2)[N:10]=[C:11]([C:13]([CH3:16])([CH3:15])[CH3:14])[CH:12]=1)(C)(C)C.C(O)(C(F)(F)F)=O. Product: [C:13]([C:11]1[CH:12]=[C:8]([NH2:7])[N:9]([C:17]2[CH:22]=[CH:21][CH:20]=[C:19]([N:23]3[CH2:24][CH2:25][O:26][CH2:27][CH2:28]3)[CH:18]=2)[N:10]=1)([CH3:16])([CH3:14])[CH3:15]. The catalyst class is: 2. (6) Reactant: Cl[C:2]1[N:7]=[CH:6][N:5]=[C:4]([NH:8][CH3:9])[CH:3]=1.[CH3:10][N:11]1[CH2:16][CH2:15][N:14]([CH2:17][C:18]2[CH:19]=[C:20]([NH2:24])[CH:21]=[CH:22][CH:23]=2)[CH2:13][CH2:12]1.Cl. Product: [CH3:9][NH:8][C:4]1[CH:3]=[C:2]([NH:24][C:20]2[CH:21]=[CH:22][CH:23]=[C:18]([CH2:17][N:14]3[CH2:13][CH2:12][N:11]([CH3:10])[CH2:16][CH2:15]3)[CH:19]=2)[N:7]=[CH:6][N:5]=1. The catalyst class is: 12. (7) Reactant: [Cl:1][C:2]1[CH:7]=[CH:6][C:5]([C:8]2([NH:11][C:12]3[N:17]=[C:16]([O:18][CH2:19][C:20]([F:23])([F:22])[F:21])[N:15]=[C:14]([NH:24][C:25]4[CH:33]=[CH:32][C:28]([C:29](O)=[O:30])=[CH:27][CH:26]=4)[N:13]=3)[CH2:10][CH2:9]2)=[CH:4][CH:3]=1.[NH2:34][CH2:35][C:36]([O:38][CH2:39][CH3:40])=[O:37].CN(C(ON1N=NC2C=CC=NC1=2)=[N+](C)C)C.F[P-](F)(F)(F)(F)F.CCN(C(C)C)C(C)C. Product: [Cl:1][C:2]1[CH:7]=[CH:6][C:5]([C:8]2([NH:11][C:12]3[N:17]=[C:16]([O:18][CH2:19][C:20]([F:21])([F:23])[F:22])[N:15]=[C:14]([NH:24][C:25]4[CH:26]=[CH:27][C:28]([C:29]([NH:34][CH2:35][C:36]([O:38][CH2:39][CH3:40])=[O:37])=[O:30])=[CH:32][CH:33]=4)[N:13]=3)[CH2:10][CH2:9]2)=[CH:4][CH:3]=1. The catalyst class is: 2.